This data is from TCR-epitope binding with 47,182 pairs between 192 epitopes and 23,139 TCRs. The task is: Binary Classification. Given a T-cell receptor sequence (or CDR3 region) and an epitope sequence, predict whether binding occurs between them. The TCR CDR3 sequence is CASSPGLAGSDTQYF. Result: 0 (the TCR does not bind to the epitope). The epitope is FLASKIGRLV.